From a dataset of Full USPTO retrosynthesis dataset with 1.9M reactions from patents (1976-2016). Predict the reactants needed to synthesize the given product. (1) The reactants are: [CH2:1]([O:8][NH:9][C@H:10]1[CH2:15][N:14]([C:16]([O:18][C:19]([CH3:22])([CH3:21])[CH3:20])=[O:17])[C@H:13]([C:23]([OH:25])=[O:24])[CH2:12][CH2:11]1)[C:2]1[CH:7]=[CH:6][CH:5]=[CH:4][CH:3]=1.Cl.C(N=C=NCCCN(C)C)C.C(N(C(C)C)CC)(C)C.[C:47](=[N:55]O)([C:49]1[CH:54]=[CH:53][CH:52]=[CH:51][CH:50]=1)[CH3:48]. Given the product [CH2:1]([O:8][NH:9][C@H:10]1[CH2:15][N:14]([C:16]([O:18][C:19]([CH3:21])([CH3:22])[CH3:20])=[O:17])[C@H:13]([C:23]([O:25][N:55]=[C:47]([C:49]2[CH:54]=[CH:53][CH:52]=[CH:51][CH:50]=2)[CH3:48])=[O:24])[CH2:12][CH2:11]1)[C:2]1[CH:3]=[CH:4][CH:5]=[CH:6][CH:7]=1, predict the reactants needed to synthesize it. (2) Given the product [CH2:6]([C:2]1[CH:3]=[C:4]([NH2:5])[N:10]2[N:11]=[CH:12][N:13]=[C:9]2[N:8]=1)[CH3:7], predict the reactants needed to synthesize it. The reactants are: O=[C:2]([CH2:6][CH3:7])[CH2:3][C:4]#[N:5].[NH2:8][C:9]1[N:13]=[CH:12][NH:11][N:10]=1. (3) The reactants are: [OH:1][C:2]1[C:3]([C:8]([OH:10])=[O:9])=[N:4][CH:5]=[CH:6][CH:7]=1.S(=O)(=O)(O)O.[CH2:16](O)[CH3:17]. Given the product [OH:1][C:2]1[C:3]([C:8]([O:10][CH2:16][CH3:17])=[O:9])=[N:4][CH:5]=[CH:6][CH:7]=1, predict the reactants needed to synthesize it. (4) Given the product [CH3:32][C:2]([N:1]1[CH2:39][CH2:38][CH2:34][CH2:35][CH2:36]1)([CH3:33])[CH2:3][NH:4][C:5]1[N:10]=[C:9]([O:11][C:12]2[C:17]3[N:18]=[C:19]([NH2:21])[S:20][C:16]=3[CH:15]=[CH:14][CH:13]=2)[CH:8]=[C:7]([C:22]2[CH:27]=[CH:26][C:25]([C:28]([F:29])([F:30])[F:31])=[CH:24][CH:23]=2)[N:6]=1, predict the reactants needed to synthesize it. The reactants are: [NH2:1][C:2]([CH3:33])([CH3:32])[CH2:3][NH:4][C:5]1[N:10]=[C:9]([O:11][C:12]2[C:17]3[N:18]=[C:19]([NH2:21])[S:20][C:16]=3[CH:15]=[CH:14][CH:13]=2)[CH:8]=[C:7]([C:22]2[CH:27]=[CH:26][C:25]([C:28]([F:31])([F:30])[F:29])=[CH:24][CH:23]=2)[N:6]=1.[CH2:34]([CH2:38][CH:39]=O)[CH2:35][CH:36]=O.C(O[BH-](OC(=O)C)OC(=O)C)(=O)C.[Na+].